This data is from Peptide-MHC class II binding affinity with 134,281 pairs from IEDB. The task is: Regression. Given a peptide amino acid sequence and an MHC pseudo amino acid sequence, predict their binding affinity value. This is MHC class II binding data. The peptide sequence is RREIFIVETGLCSLA. The MHC is DRB1_1501 with pseudo-sequence DRB1_1501. The binding affinity (normalized) is 0.419.